Task: Regression/Classification. Given a drug SMILES string, predict its absorption, distribution, metabolism, or excretion properties. Task type varies by dataset: regression for continuous measurements (e.g., permeability, clearance, half-life) or binary classification for categorical outcomes (e.g., BBB penetration, CYP inhibition). For this dataset (caco2_wang), we predict Y.. Dataset: Caco-2 cell permeability data measuring drug intestinal absorption for ~900 compounds (1) The drug is COc1ccc(-c2nc(O[C@@H]3C[C@H]4C(=O)N[C@]5(C(=O)NS(=O)(=O)C6CC6)C[C@H]5/C=C\CCCCN(C)C(=O)[C@@H]4C3)c3ccc(OC)c(C)c3n2)cc1. The Y is -5.05 log Papp (cm/s). (2) The compound is O=C(O)c1ccccc1. The Y is -4.01 log Papp (cm/s). (3) The Y is -5.82 log Papp (cm/s). The molecule is C[C@@H]1NC(=O)[C@@H](C)N(C)C(=O)[C@H](C)N(C)C(=O)[C@@H](C)N(C)C(=O)[C@@H](C)N(C)C(=O)[C@H](C)NC1=O. (4) The drug is CN(C)C(=O)Oc1ccc(C[C@H](NC(=O)[C@H]2N(S(=O)(=O)c3cnn(C)c3)CSC2(C)C)C(=O)OCC(C)(C)C)cc1. The Y is -5.34 log Papp (cm/s).